Dataset: Reaction yield outcomes from USPTO patents with 853,638 reactions. Task: Predict the reaction yield, written as a fraction of the theoretical maximum amount of product (1.0 means a 100% yield; for example, 0.34 means a 34% yield). (1) The yield is 0.907. The reactants are [Cl-].[Al+3].[Cl-].[Cl-].[CH3:5][CH2:6][C:7](=O)[CH2:8][CH3:9].[NH2:11][C:12]1[CH:23]=[C:22]([CH3:24])[C:21]([O:25][C:26]2[CH:31]=[CH:30][C:29]([O:32][C:33]([F:36])([F:35])[F:34])=[CH:28][CH:27]=2)=[CH:20][C:13]=1[C:14](OC(C)C)=[O:15].Cl. The catalyst is C1(C)C(C)=CC=CC=1.CO. The product is [CH2:8]([C:7]1[NH:11][C:12]2[C:13]([C:14](=[O:15])[C:6]=1[CH3:5])=[CH:20][C:21]([O:25][C:26]1[CH:31]=[CH:30][C:29]([O:32][C:33]([F:35])([F:34])[F:36])=[CH:28][CH:27]=1)=[C:22]([CH3:24])[CH:23]=2)[CH3:9]. (2) The product is [Cl:23][C:19]1[CH:18]=[C:17]([C:13]2[N:12]=[C:11]([CH2:9][OH:8])[CH:16]=[CH:15][CH:14]=2)[CH:22]=[CH:21][CH:20]=1. The catalyst is O1CCCC1.[Cl-].[Na+].O. The yield is 0.350. The reactants are [H-].[Al+3].[Li+].[H-].[H-].[H-].C[O:8][C:9]([C:11]1[CH:16]=[CH:15][CH:14]=[C:13]([C:17]2[CH:22]=[CH:21][CH:20]=[C:19]([Cl:23])[CH:18]=2)[N:12]=1)=O.Cl. (3) The reactants are [CH3:1][C:2]1[CH:7]=[CH:6][C:5]([S:8]([O:11][CH2:12][CH:13]2[CH2:17][C:16]3[CH:18]=[CH:19][CH:20]=[C:21](Br)[C:15]=3[O:14]2)(=[O:10])=[O:9])=[CH:4][CH:3]=1.[CH3:23][C:24]1[CH:29]=[CH:28][CH:27]=[CH:26][C:25]=1B(O)O.C(=O)([O-])[O-].[K+].[K+].CC1C=CC(S(OCC2CC3C(C4C=CC=CC=4)=CC=CC=3O2)(=O)=O)=CC=1. The catalyst is CC1C=CC=CC=1[P](C1C=CC=CC=1C)([Pd](Cl)(Cl)[P](C1=C(C)C=CC=C1)(C1C=CC=CC=1C)C1C=CC=CC=1C)C1C=CC=CC=1C. The product is [CH3:1][C:2]1[CH:7]=[CH:6][C:5]([S:8]([O:11][CH2:12][CH:13]2[CH2:17][C:16]3[CH:18]=[CH:19][CH:20]=[C:21]([C:25]4[CH:26]=[CH:27][CH:28]=[CH:29][C:24]=4[CH3:23])[C:15]=3[O:14]2)(=[O:10])=[O:9])=[CH:4][CH:3]=1. The yield is 0.700. (4) The reactants are C(O[C:4](=[O:20])[C:5](=[CH:11][NH:12][C:13]1[CH:18]=[CH:17][CH:16]=[C:15]([CH3:19])[N:14]=1)[C:6]([O:8][CH2:9][CH3:10])=[O:7])C.C1(OC2C=CC=CC=2)C=CC=CC=1. The catalyst is CCCCCC.C(OCC)(=O)C. The product is [CH2:9]([O:8][C:6]([C:5]1[C:4](=[O:20])[C:18]2[C:13](=[N:14][C:15]([CH3:19])=[CH:16][CH:17]=2)[NH:12][CH:11]=1)=[O:7])[CH3:10]. The yield is 0.720. (5) The reactants are Br[C:2]1[N:6]2[N:7]=[C:8]([NH:11][CH2:12][CH2:13][CH2:14][CH3:15])[CH:9]=[CH:10][C:5]2=[N:4][CH:3]=1.[CH3:16][O:17][C:18]([C:20]1[CH:25]=[CH:24][C:23](B(O)O)=[CH:22][CH:21]=1)=[O:19].C(=O)([O-])[O-].[K+].[K+]. The catalyst is C1C=CC(P(C2C=CC=CC=2)[C-]2C=CC=C2)=CC=1.C1C=CC(P(C2C=CC=CC=2)[C-]2C=CC=C2)=CC=1.Cl[Pd]Cl.[Fe+2].C(#N)C.O. The product is [CH2:12]([NH:11][C:8]1[CH:9]=[CH:10][C:5]2[N:6]([C:2]([C:23]3[CH:24]=[CH:25][C:20]([C:18]([O:17][CH3:16])=[O:19])=[CH:21][CH:22]=3)=[CH:3][N:4]=2)[N:7]=1)[CH2:13][CH2:14][CH3:15]. The yield is 0.670. (6) The product is [CH:1]1([C:4]2[C:5]([O:18][CH2:19][C:20]3([CH3:27])[CH2:25][CH2:24][CH:23]([OH:26])[CH2:22][CH2:21]3)=[CH:6][C:7]([F:17])=[C:8]([CH:16]=2)[C:9]([O:11][C:12]([CH3:13])([CH3:14])[CH3:15])=[O:10])[CH2:3][CH2:2]1. The reactants are [CH:1]1([C:4]2[C:5]([O:18][CH2:19][C:20]3([CH3:27])[CH2:25][CH2:24][C:23](=[O:26])[CH2:22][CH2:21]3)=[CH:6][C:7]([F:17])=[C:8]([CH:16]=2)[C:9]([O:11][C:12]([CH3:15])([CH3:14])[CH3:13])=[O:10])[CH2:3][CH2:2]1.[BH4-].[Na+]. The catalyst is CO. The yield is 0.990. (7) The reactants are [F:1][C:2]1[CH:3]=[C:4]([CH2:9][OH:10])[CH:5]=[C:6]([F:8])[CH:7]=1.[H-].[Na+].[CH3:13]I. The catalyst is C1COCC1. The product is [F:1][C:2]1[CH:3]=[C:4]([CH2:9][O:10][CH3:13])[CH:5]=[C:6]([F:8])[CH:7]=1. The yield is 0.970. (8) The reactants are Br[C:2]1[CH:7]=[C:6]([N+:8]([O-:10])=[O:9])[CH:5]=[CH:4][C:3]=1[F:11].C([O-])(=O)C.[K+].[B:17]1([B:17]2[O:21][C:20]([CH3:23])([CH3:22])[C:19]([CH3:25])([CH3:24])[O:18]2)[O:21][C:20]([CH3:23])([CH3:22])[C:19]([CH3:25])([CH3:24])[O:18]1. The catalyst is O1CCOCC1.C1C=CC([PH+]([C]2[CH][CH][CH][CH]2)C2C=CC=CC=2)=CC=1.C1C=CC([PH+]([C]2[CH][CH][CH][CH]2)C2C=CC=CC=2)=CC=1.C(Cl)Cl.Cl[Pd]Cl.[Fe]. The product is [F:11][C:3]1[CH:4]=[CH:5][C:6]([N+:8]([O-:10])=[O:9])=[CH:7][C:2]=1[B:17]1[O:21][C:20]([CH3:23])([CH3:22])[C:19]([CH3:25])([CH3:24])[O:18]1. The yield is 0.950.